From a dataset of TCR-epitope binding with 47,182 pairs between 192 epitopes and 23,139 TCRs. Binary Classification. Given a T-cell receptor sequence (or CDR3 region) and an epitope sequence, predict whether binding occurs between them. (1) The TCR CDR3 sequence is CASSPPGQGAFYGYTF. The epitope is EPLPQGQLTAY. Result: 0 (the TCR does not bind to the epitope). (2) The epitope is YVLDHLIVV. The TCR CDR3 sequence is CASSLGDRGLGYTF. Result: 1 (the TCR binds to the epitope). (3) The epitope is AVFDRKSDAK. The TCR CDR3 sequence is CASRKQGAKYEQYF. Result: 0 (the TCR does not bind to the epitope). (4) The epitope is SLYNTVATL. The TCR CDR3 sequence is CASNLGIPASYEQYF. Result: 0 (the TCR does not bind to the epitope).